From a dataset of Full USPTO retrosynthesis dataset with 1.9M reactions from patents (1976-2016). Predict the reactants needed to synthesize the given product. (1) Given the product [Br:1][C:2]1[CH:3]=[C:4]([C:23]([NH2:25])=[O:24])[C:5]2[NH:6][C:7]3[CH:8]=[C:9]([N:15]4[CH2:20][CH2:19][O:18][CH2:17][C:16]4=[O:22])[CH:10]=[CH:11][C:12]=3[C:13]=2[N:14]=1, predict the reactants needed to synthesize it. The reactants are: [Br:1][C:2]1[CH:3]=[C:4]([C:23]([NH2:25])=[O:24])[C:5]2[NH:6][C:7]3[CH:8]=[C:9]([NH:15][C:16](=[O:22])[CH2:17][O:18][CH2:19][CH2:20]Cl)[CH:10]=[CH:11][C:12]=3[C:13]=2[N:14]=1.C(=O)([O-])[O-].[K+].[K+]. (2) Given the product [Cl:1][C:2]1[CH:3]=[N:4][CH:5]=[C:6]([C:11]=1[C:18]1[CH:17]=[CH:16][CH:15]=[C:14]([O:13][CH3:12])[CH:19]=1)[C:7]([NH:9][CH3:10])=[O:8], predict the reactants needed to synthesize it. The reactants are: [Cl:1][C:2]1[CH:3]=[N:4][CH:5]=[C:6]([CH:11]=1)[C:7]([NH:9][CH3:10])=[O:8].[CH3:12][O:13][C:14]1[CH:15]=[C:16]([Mg]Br)[CH:17]=[CH:18][CH:19]=1.CO.C1C(=O)N(Cl)C(=O)C1. (3) Given the product [CH2:21]([O:10][C:3]1[CH:4]=[C:5]([CH3:9])[C:6]([I:8])=[CH:7][C:2]=1[CH3:1])[CH2:22][CH2:13][CH2:14][CH2:15][CH3:16], predict the reactants needed to synthesize it. The reactants are: [CH3:1][C:2]1[CH:7]=[C:6]([I:8])[C:5]([CH3:9])=[CH:4][C:3]=1[OH:10].[OH-].[K+].[CH2:13](OCCBr)[CH2:14][CH2:15][CH3:16].[CH3:21][C:22]#N. (4) Given the product [NH2:9][C:10]([NH:12][C:13]1[NH:14][C:15]2[C:20]([C:21]=1[C:22]([NH2:24])=[O:23])=[CH:19][C:18]([Br:1])=[C:17]([O:25][CH3:26])[CH:16]=2)=[O:11], predict the reactants needed to synthesize it. The reactants are: [Br:1]N1C(=O)CCC1=O.[NH2:9][C:10]([NH:12][C:13]1[NH:14][C:15]2[C:20]([C:21]=1[C:22]([NH2:24])=[O:23])=[CH:19][CH:18]=[C:17]([O:25][CH3:26])[CH:16]=2)=[O:11]. (5) Given the product [CH2:16]([N:12]1[C:11]2[CH:10]=[C:9]([C:18]([F:21])([F:19])[F:20])[CH:8]=[C:7]([CH:5]([O:46][CH2:45][C:32]3([C:29]4[CH:28]=[CH:27][C:26]([F:25])=[CH:31][CH:30]=4)[CH2:33][CH2:34][N:35]([C:38]([O:40][C:41]([CH3:42])([CH3:43])[CH3:44])=[O:39])[CH2:36][CH2:37]3)[CH3:6])[C:15]=2[N:14]=[CH:13]1)[CH3:17], predict the reactants needed to synthesize it. The reactants are: ClC(Cl)(Cl)C(=N)O[CH:5]([C:7]1[C:15]2[N:14]=[CH:13][N:12]([CH2:16][CH3:17])[C:11]=2[CH:10]=[C:9]([C:18]([F:21])([F:20])[F:19])[CH:8]=1)[CH3:6].[F:25][C:26]1[CH:31]=[CH:30][C:29]([C:32]2([CH2:45][OH:46])[CH2:37][CH2:36][N:35]([C:38]([O:40][C:41]([CH3:44])([CH3:43])[CH3:42])=[O:39])[CH2:34][CH2:33]2)=[CH:28][CH:27]=1.ClC(Cl)C.C1CCCCC1. (6) Given the product [Cl:3][C:4]1[CH:11]=[C:10]([NH:2][CH3:1])[C:9]([N+:13]([O-:15])=[O:14])=[CH:8][C:5]=1[C:6]#[N:7], predict the reactants needed to synthesize it. The reactants are: [CH3:1][NH2:2].[Cl:3][C:4]1[CH:11]=[C:10](F)[C:9]([N+:13]([O-:15])=[O:14])=[CH:8][C:5]=1[C:6]#[N:7]. (7) The reactants are: [O:1]=[C:2]1[CH:6]=[CH:5][CH2:4][N:3]1[C:7]([O:9][C:10]([CH3:13])([CH3:12])[CH3:11])=[O:8].ClCCl.CCCCCCC.FC(F)(F)S(O[Si:30]([C:33]([CH3:36])([CH3:35])[CH3:34])([CH3:32])[CH3:31])(=O)=O. Given the product [Si:30]([O:1][C:2]1[N:3]([C:7]([O:9][C:10]([CH3:13])([CH3:12])[CH3:11])=[O:8])[CH:4]=[CH:5][CH:6]=1)([C:33]([CH3:36])([CH3:35])[CH3:34])([CH3:32])[CH3:31], predict the reactants needed to synthesize it.